This data is from Forward reaction prediction with 1.9M reactions from USPTO patents (1976-2016). The task is: Predict the product of the given reaction. (1) Given the reactants [C:1]([Cl:5])(=[O:4])[CH2:2][CH3:3].C(N(CC)CC)C.[CH2:13]([C:17]1[CH:18]=[C:19]2[C:24](=[C:25]([O:27][CH:28]3[CH2:33][CH2:32][N:31]([CH2:34][CH:35]4[CH2:40][CH2:39][NH:38][CH2:37][CH2:36]4)[CH2:30][CH2:29]3)[CH:26]=1)[N:23]=[CH:22][CH:21]=[CH:20]2)[CH2:14][CH2:15][CH3:16], predict the reaction product. The product is: [ClH:5].[CH2:13]([C:17]1[CH:18]=[C:19]2[C:24](=[C:25]([O:27][CH:28]3[CH2:33][CH2:32][N:31]([CH2:34][CH:35]4[CH2:40][CH2:39][N:38]([C:1](=[O:4])[CH2:2][CH3:3])[CH2:37][CH2:36]4)[CH2:30][CH2:29]3)[CH:26]=1)[N:23]=[CH:22][CH:21]=[CH:20]2)[CH2:14][CH2:15][CH3:16]. (2) Given the reactants [OH:1][CH:2]([C:12]1[CH:17]=[CH:16][C:15]([CH3:18])=[CH:14][CH:13]=1)[C:3]#[C:4][C:5]1([OH:11])[CH2:10][CH2:9][CH2:8][CH2:7][CH2:6]1, predict the reaction product. The product is: [OH:11][C:5]1([C:4]#[C:3][C:2]([C:12]2[CH:17]=[CH:16][C:15]([CH3:18])=[CH:14][CH:13]=2)=[O:1])[CH2:10][CH2:9][CH2:8][CH2:7][CH2:6]1.